Task: Predict the reactants needed to synthesize the given product.. Dataset: Full USPTO retrosynthesis dataset with 1.9M reactions from patents (1976-2016) (1) The reactants are: [F:1][C:2]1[CH:3]=[C:4]([N:9]2[CH2:13][C@H:12]([CH2:14][NH:15][C:16](=[O:18])[CH3:17])[O:11][C:10]2=[O:19])[CH:5]=[CH:6][C:7]=1I.[C:20]([Si:24]([CH3:45])([CH3:44])[O:25][CH2:26][C@@H:27]1[O:31][C:30](=[O:32])[N:29]([C:33]2[CH:38]=[CH:37][C:36]([Sn](C)(C)C)=[C:35]([F:43])[CH:34]=2)[CH2:28]1)([CH3:23])([CH3:22])[CH3:21]. Given the product [Si:24]([O:25][CH2:26][C@@H:27]1[O:31][C:30](=[O:32])[N:29]([C:33]2[CH:38]=[CH:37][C:36]([C:7]3[CH:6]=[CH:5][C:4]([N:9]4[CH2:13][C@H:12]([CH2:14][NH:15][C:16](=[O:18])[CH3:17])[O:11][C:10]4=[O:19])=[CH:3][C:2]=3[F:1])=[C:35]([F:43])[CH:34]=2)[CH2:28]1)([C:20]([CH3:23])([CH3:21])[CH3:22])([CH3:45])[CH3:44], predict the reactants needed to synthesize it. (2) Given the product [F:14][C:15]1[CH:20]=[C:19]([CH3:21])[CH:18]=[C:17]([N+:22]([O-:24])=[O:23])[C:16]=1[O:4][CH3:1], predict the reactants needed to synthesize it. The reactants are: [C:1](=[O:4])([O-])[O-].[Na+].[Na+].S(OC)(OC)(=O)=O.[F:14][C:15]1[CH:20]=[C:19]([CH3:21])[CH:18]=[C:17]([N+:22]([O-:24])=[O:23])[C:16]=1O. (3) Given the product [C:3]([OH:7])(=[O:6])[CH:4]=[CH2:5].[C:8]([NH2:12])(=[O:11])[CH:9]=[CH2:10], predict the reactants needed to synthesize it. The reactants are: OO.[C:3]([OH:7])(=[O:6])[CH:4]=[CH2:5].[C:8]([NH2:12])(=[O:11])[CH:9]=[CH2:10]. (4) Given the product [CH3:41][C:40]([CH3:43])([CH3:42])[CH2:39][NH:38][C:36]([C:33]1[CH:32]=[C:27]([C:28]([O:30][CH3:31])=[O:29])[C:26]([C:13]2[C:14]([CH3:15])=[C:2]([F:1])[CH:3]=[C:4]([C:5]([O:7][C:8]([CH3:9])([CH3:10])[CH3:11])=[O:6])[CH:12]=2)=[CH:35][CH:34]=1)=[O:37], predict the reactants needed to synthesize it. The reactants are: [F:1][C:2]1[CH:3]=[C:4]([CH:12]=[C:13](B2OC(C)(C)C(C)(C)O2)[C:14]=1[CH3:15])[C:5]([O:7][C:8]([CH3:11])([CH3:10])[CH3:9])=[O:6].Br[C:26]1[CH:35]=[CH:34][C:33]([C:36]([NH:38][CH2:39][C:40]([CH3:43])([CH3:42])[CH3:41])=[O:37])=[CH:32][C:27]=1[C:28]([O:30][CH3:31])=[O:29].C(=O)([O-])[O-].[Na+].[Na+]. (5) Given the product [ClH:43].[CH3:39][N:40]([CH3:44])[C:41](=[O:42])[O:26][C:22]1[CH:23]=[C:24]2[C:19](=[CH:20][CH:21]=1)[CH:18]([CH2:17][N:15]([CH2:14][CH2:13][C:12]([N:9]1[CH2:10][CH2:11][C:5]3[CH:4]=[C:3]([O:2][CH3:1])[C:29]([O:30][CH3:31])=[CH:28][C:6]=3[CH2:7][CH2:8]1)=[O:27])[CH3:16])[CH2:25]2, predict the reactants needed to synthesize it. The reactants are: [CH3:1][O:2][C:3]1[C:29]([O:30][CH3:31])=[CH:28][C:6]2[CH2:7][CH2:8][N:9]([C:12](=[O:27])[CH2:13][CH2:14][N:15]([CH2:17][CH:18]3[CH2:25][C:24]4[C:19]3=[CH:20][CH:21]=[C:22]([OH:26])[CH:23]=4)[CH3:16])[CH2:10][CH2:11][C:5]=2[CH:4]=1.C(N(CC)CC)C.[CH3:39][N:40]([CH3:44])[C:41]([Cl:43])=[O:42]. (6) Given the product [CH3:35][N:22]([C:23]1[CH:28]=[CH:27][N:26]=[C:25]([C:29]2[CH:34]=[CH:33][CH:32]=[CH:31][CH:30]=2)[N:24]=1)[C:20]1[CH:19]=[CH:18][N:17]=[C:16]([NH:15][CH:12]2[CH2:13][CH2:14][CH:9]([NH:8][C:36](=[O:38])[CH3:37])[CH2:10][CH2:11]2)[N:21]=1, predict the reactants needed to synthesize it. The reactants are: C(N(CC)CC)C.[NH2:8][CH:9]1[CH2:14][CH2:13][CH:12]([NH:15][C:16]2[N:21]=[C:20]([N:22]([CH3:35])[C:23]3[CH:28]=[CH:27][N:26]=[C:25]([C:29]4[CH:34]=[CH:33][CH:32]=[CH:31][CH:30]=4)[N:24]=3)[CH:19]=[CH:18][N:17]=2)[CH2:11][CH2:10]1.[C:36](OC(=O)C)(=[O:38])[CH3:37].